Dataset: Catalyst prediction with 721,799 reactions and 888 catalyst types from USPTO. Task: Predict which catalyst facilitates the given reaction. Reactant: Cl.[NH2:2][CH2:3][C:4]1[N:5]=[CH:6][N:7]([C:9]2[CH:14]=[CH:13][C:12]([N:15]3[CH:20]=[CH:19][CH:18]=[CH:17][C:16]3=[O:21])=[CH:11][CH:10]=2)[CH:8]=1. Product: [NH2:2][CH2:3][C:4]1[N:5]=[CH:6][N:7]([C:9]2[CH:10]=[CH:11][C:12]([N:15]3[CH2:20][CH2:19][CH2:18][CH2:17][C:16]3=[O:21])=[CH:13][CH:14]=2)[CH:8]=1. The catalyst class is: 19.